The task is: Predict the reactants needed to synthesize the given product.. This data is from Retrosynthesis with 50K atom-mapped reactions and 10 reaction types from USPTO. (1) Given the product C[C@@H](c1ccc(-c2cc[nH]c(=O)c2)cc1)N1CC[C@](CC(C)(C)O)(c2ccccc2)OC1=O, predict the reactants needed to synthesize it. The reactants are: C[C@@H](c1ccc(B2OC(C)(C)C(C)(C)O2)cc1)N1CC[C@](CC(C)(C)O)(c2ccccc2)OC1=O.O=c1cc(I)cc[nH]1. (2) Given the product CC(C)(O)CCCCCBr, predict the reactants needed to synthesize it. The reactants are: CC(C)(CCCCCBr)O[Si](C)(C)C. (3) Given the product CC1CN(OCc2ccccc2)C(=O)C1=O, predict the reactants needed to synthesize it. The reactants are: CC1CN(OCc2ccccc2)C(=O)C1O.